Dataset: Full USPTO retrosynthesis dataset with 1.9M reactions from patents (1976-2016). Task: Predict the reactants needed to synthesize the given product. (1) Given the product [NH2:25][C:24]([C:18]1[N:19]([CH3:23])[C:20](=[O:22])[C:21]2[N:13]([CH2:12][C:11]3[CH:42]=[C:43]([F:46])[CH:44]=[CH:45][C:10]=3[Cl:9])[C:14]([N:28]3[CH2:33][CH2:32][CH2:31][C@@H:30]([NH:34][C:35](=[O:41])[O:36][C:37]([CH3:39])([CH3:40])[CH3:38])[CH2:29]3)=[C:15]([C:26]#[N:27])[C:16]=2[N:17]=1)=[O:2], predict the reactants needed to synthesize it. The reactants are: C(=O)([O-])[O-:2].[K+].[K+].OO.[Cl:9][C:10]1[CH:45]=[CH:44][C:43]([F:46])=[CH:42][C:11]=1[CH2:12][N:13]1[C:21]2[C:20](=[O:22])[N:19]([CH3:23])[C:18]([C:24]#[N:25])=[N:17][C:16]=2[C:15]([C:26]#[N:27])=[C:14]1[N:28]1[CH2:33][CH2:32][CH2:31][C@@H:30]([NH:34][C:35](=[O:41])[O:36][C:37]([CH3:40])([CH3:39])[CH3:38])[CH2:29]1.S([O-])([O-])=O.[Na+].[Na+]. (2) Given the product [C:2](=[O:3])([O:4][C:5]1[CH:6]=[CH:7][C:8]([N+:11]([O-:13])=[O:12])=[CH:9][CH:10]=1)[O:24][CH2:23][C:21]1[O:20][N:19]=[C:18]([C:16](=[O:17])[NH2:15])[CH:22]=1, predict the reactants needed to synthesize it. The reactants are: Cl[C:2]([O:4][C:5]1[CH:10]=[CH:9][C:8]([N+:11]([O-:13])=[O:12])=[CH:7][CH:6]=1)=[O:3].C[NH:15][C:16]([C:18]1[CH:22]=[C:21]([CH2:23][OH:24])[O:20][N:19]=1)=[O:17].N1C=CC=CC=1. (3) Given the product [C:1]1([S:7]([C:10]([CH3:23])([CH3:22])[CH2:11][CH2:12][CH2:13][N:14]2[CH2:19][CH2:18][CH2:17][CH:16]([C:20]#[C:21][C:25]3[CH:30]=[CH:29][CH:28]=[CH:27][CH:26]=3)[CH2:15]2)(=[O:9])=[O:8])[CH:2]=[CH:3][CH:4]=[CH:5][CH:6]=1, predict the reactants needed to synthesize it. The reactants are: [C:1]1([S:7]([C:10]([CH3:23])([CH3:22])[CH2:11][CH2:12][CH2:13][N:14]2[CH2:19][CH2:18][CH2:17][CH:16]([C:20]#[CH:21])[CH2:15]2)(=[O:9])=[O:8])[CH:6]=[CH:5][CH:4]=[CH:3][CH:2]=1.I[C:25]1[CH:30]=[CH:29][CH:28]=[CH:27][CH:26]=1. (4) Given the product [C:39]([C@@H:35]1[CH2:36][CH2:37][CH2:38][N:34]1[C:32](=[O:33])[CH2:31][NH:30][C:12]([C:5]1[C:4]2[C:9](=[CH:10][CH:11]=[C:2]([F:1])[CH:3]=2)[N:8]=[CH:7][CH:6]=1)=[O:14])#[N:40], predict the reactants needed to synthesize it. The reactants are: [F:1][C:2]1[CH:3]=[C:4]2[C:9](=[CH:10][CH:11]=1)[N:8]=[CH:7][CH:6]=[C:5]2[C:12]([OH:14])=O.ClC(N(C)C)=C(C)C.FC(F)(F)C(O)=O.[NH2:30][CH2:31][C:32]([N:34]1[CH2:38][CH2:37][CH2:36][C@H:35]1[C:39]#[N:40])=[O:33].C(N(CC)CC)C. (5) Given the product [CH2:30]([O:32][CH2:33][CH2:34][C:35]1[N:37]=[C:27]([CH:12]2[CH2:13][CH:14]([C:16]3[CH:21]=[CH:20][C:19]([O:22][C:23]([F:24])([F:26])[F:25])=[CH:18][CH:17]=3)[CH2:15][N:10]([C:8]([N:5]3[CH2:4][CH2:3][CH:2]([OH:1])[CH2:7][CH2:6]3)=[O:9])[CH2:11]2)[O:29][N:36]=1)[CH3:31], predict the reactants needed to synthesize it. The reactants are: [OH:1][CH:2]1[CH2:7][CH2:6][N:5]([C:8]([N:10]2[CH2:15][CH:14]([C:16]3[CH:21]=[CH:20][C:19]([O:22][C:23]([F:26])([F:25])[F:24])=[CH:18][CH:17]=3)[CH2:13][CH:12]([C:27]([OH:29])=O)[CH2:11]2)=[O:9])[CH2:4][CH2:3]1.[CH2:30]([O:32][CH2:33][CH2:34][C:35](=[N:37]O)[NH2:36])[CH3:31]. (6) Given the product [OH:4][CH2:5][C:7]1[NH:8][C:9]2[C:18]([C:19](=[O:21])[CH:20]=1)=[CH:17][C:16]([O:22][CH3:23])=[C:15]1[C:10]=2[N:11]=[CH:12][CH:13]=[CH:14]1, predict the reactants needed to synthesize it. The reactants are: [BH4-].[Na+].C[O:4][C:5]([C:7]1[NH:8][C:9]2[C:18]([C:19](=[O:21])[CH:20]=1)=[CH:17][C:16]([O:22][CH3:23])=[C:15]1[C:10]=2[N:11]=[CH:12][CH:13]=[CH:14]1)=O.